From a dataset of Full USPTO retrosynthesis dataset with 1.9M reactions from patents (1976-2016). Predict the reactants needed to synthesize the given product. (1) Given the product [ClH:1].[C:3]([C@@:5]1([CH:28]2[CH2:30][CH2:29]2)[CH2:9][CH2:8][N:7]([C:10]2[CH:15]=[CH:14][N:13]=[C:12]([NH:16][C:17]3[CH:25]=[C:24]([CH3:26])[C:20]([C:21]([NH:31][CH:32]4[CH2:36][CH2:35][NH:34][CH2:33]4)=[O:22])=[CH:19][N:18]=3)[CH:11]=2)[C:6]1=[O:27])#[N:4], predict the reactants needed to synthesize it. The reactants are: [ClH:1].Cl.[C:3]([C@@:5]1([CH:28]2[CH2:30][CH2:29]2)[CH2:9][CH2:8][N:7]([C:10]2[CH:15]=[CH:14][N:13]=[C:12]([NH:16][C:17]3[CH:25]=[C:24]([CH3:26])[C:20]([C:21](O)=[O:22])=[CH:19][N:18]=3)[CH:11]=2)[C:6]1=[O:27])#[N:4].[NH2:31][CH:32]1[CH2:36][CH2:35][N:34](C(OC(C)(C)C)=O)[CH2:33]1.C(N(C(C)C)CC)(C)C.CN(C(ON1N=NC2C=CC=NC1=2)=[N+](C)C)C.F[P-](F)(F)(F)(F)F.C(=O)([O-])O.[Na+]. (2) The reactants are: [CH2:1]([O:8][N:9]1[C:15](=[O:16])[N:14]2[CH2:17][C@H:10]1[CH2:11][CH2:12][C@H:13]2[C:18]([OH:20])=O)[C:2]1[CH:7]=[CH:6][CH:5]=[CH:4][CH:3]=1.[NH2:21][O:22][CH2:23][C:24]([O:26][C:27]([CH3:30])([CH3:29])[CH3:28])=[O:25].ON1C2C=CC=CC=2N=N1.Cl.C(N=C=NCCCN(C)C)C. Given the product [CH2:1]([O:8][N:9]1[C:15](=[O:16])[N:14]2[CH2:17][C@H:10]1[CH2:11][CH2:12][C@H:13]2[C:18]([NH:21][O:22][CH2:23][C:24]([O:26][C:27]([CH3:30])([CH3:29])[CH3:28])=[O:25])=[O:20])[C:2]1[CH:3]=[CH:4][CH:5]=[CH:6][CH:7]=1, predict the reactants needed to synthesize it. (3) Given the product [NH2:19][C:18]1[CH:17]=[CH:16][CH:15]=[C:14]([Cl:22])[C:13]=1[O:12][CH2:11][C@H:10]([NH:23][C:24]([O:26][C:27]([CH3:30])([CH3:28])[CH3:29])=[O:25])[C:9]([OH:31])=[O:8], predict the reactants needed to synthesize it. The reactants are: C([O:8][C:9](=[O:31])[C@@H:10]([NH:23][C:24]([O:26][C:27]([CH3:30])([CH3:29])[CH3:28])=[O:25])[CH2:11][O:12][C:13]1[C:18]([N+:19]([O-])=O)=[CH:17][CH:16]=[CH:15][C:14]=1[Cl:22])C1C=CC=CC=1. (4) Given the product [Cl:27][C:25]1[CH:24]=[C:23]([Cl:28])[N:22]=[C:21]([NH:20][C:3](=[O:4])[C:2]([CH3:6])([N:7]2[C:12](=[O:13])[N:11]([C:14]3[CH:19]=[CH:18][CH:17]=[CH:16][CH:15]=3)[CH2:10][O:9][CH2:8]2)[CH3:1])[CH:26]=1, predict the reactants needed to synthesize it. The reactants are: [CH3:1][C:2]([N:7]1[C:12](=[O:13])[N:11]([C:14]2[CH:19]=[CH:18][CH:17]=[CH:16][CH:15]=2)[CH2:10][O:9][CH2:8]1)([CH3:6])[C:3](Cl)=[O:4].[NH2:20][C:21]1[CH:26]=[C:25]([Cl:27])[CH:24]=[C:23]([Cl:28])[N:22]=1.O1CCCC1.[H-].[Na+]. (5) Given the product [F:9][CH:8]([F:10])[C:4]1[CH:3]=[C:2]([B:11]2[O:15][C:14]([CH3:17])([CH3:16])[C:13]([CH3:19])([CH3:18])[O:12]2)[CH:7]=[CH:6][CH:5]=1, predict the reactants needed to synthesize it. The reactants are: Br[C:2]1[CH:7]=[CH:6][CH:5]=[C:4]([CH:8]([F:10])[F:9])[CH:3]=1.[B:11]1([B:11]2[O:15][C:14]([CH3:17])([CH3:16])[C:13]([CH3:19])([CH3:18])[O:12]2)[O:15][C:14]([CH3:17])([CH3:16])[C:13]([CH3:19])([CH3:18])[O:12]1.CC([O-])=O.[K+].C(Cl)Cl. (6) Given the product [CH3:8][N:6]1[CH:7]=[C:2]([C:40]2[CH:39]=[CH:38][N:37]=[C:36]([NH:35][CH2:34][C:29]3[CH:30]=[CH:31][CH:32]=[CH:33][N:28]=3)[CH:41]=2)[C:3]2[O:12][C:11]([CH2:13][N:14]3[CH2:20][CH2:19][CH2:18][N:17]([C:21]([O:23][C:24]([CH3:25])([CH3:26])[CH3:27])=[O:22])[CH2:16][CH2:15]3)=[CH:10][C:4]=2[C:5]1=[O:9], predict the reactants needed to synthesize it. The reactants are: Br[C:2]1[C:3]2[O:12][C:11]([CH2:13][N:14]3[CH2:20][CH2:19][CH2:18][N:17]([C:21]([O:23][C:24]([CH3:27])([CH3:26])[CH3:25])=[O:22])[CH2:16][CH2:15]3)=[CH:10][C:4]=2[C:5](=[O:9])[N:6]([CH3:8])[CH:7]=1.[N:28]1[CH:33]=[CH:32][CH:31]=[CH:30][C:29]=1[CH2:34][NH:35][C:36]1[CH:41]=[C:40](B2OC(C)(C)C(C)(C)O2)[CH:39]=[CH:38][N:37]=1.C([O-])([O-])=O.[Cs+].[Cs+].O. (7) The reactants are: [CH3:1][N:2]([S:25]([C:28]1[S:29][CH:30]=[CH:31][CH:32]=1)(=[O:27])=[O:26])[C:3]1[CH:4]=[CH:5][CH:6]=[C:7]2[C:11]=1[NH:10][C:9]([C:12]1[S:13][C:14]([CH2:17][O:18][CH2:19][C:20]([O:22]CC)=[O:21])=[CH:15][N:16]=1)=[CH:8]2.[OH-].[Na+].O1CCCC1. Given the product [CH3:1][N:2]([S:25]([C:28]1[S:29][CH:30]=[CH:31][CH:32]=1)(=[O:27])=[O:26])[C:3]1[CH:4]=[CH:5][CH:6]=[C:7]2[C:11]=1[NH:10][C:9]([C:12]1[S:13][C:14]([CH2:17][O:18][CH2:19][C:20]([OH:22])=[O:21])=[CH:15][N:16]=1)=[CH:8]2, predict the reactants needed to synthesize it. (8) Given the product [F:64][CH:28]([F:27])[C:29]1[CH:33]=[C:32]([CH:34]([F:36])[F:35])[N:31]([CH2:37][C:38]([N:40]2[CH2:45][CH2:44][CH:43]([C:46]3[S:47][CH:48]=[C:49]([C:51]4[CH2:55][CH:54]([C:5]5[CH:6]=[CH:7][CH:8]=[CH:9][C:10]=5[C:18]#[CH:19])[O:53][N:52]=4)[N:50]=3)[CH2:42][CH2:41]2)=[O:39])[N:30]=1, predict the reactants needed to synthesize it. The reactants are: C(N[C:5]1[CH:10]=[CH:9][C:8](S(N=[N+]=[N-])(=O)=O)=[CH:7][CH:6]=1)(=O)C.O=[C:18](C)[CH2:19]P(=O)(OC)OC.[F:27][CH:28]([F:64])[C:29]1[CH:33]=[C:32]([CH:34]([F:36])[F:35])[N:31]([CH2:37][C:38]([N:40]2[CH2:45][CH2:44][CH:43]([C:46]3[S:47][CH:48]=[C:49]([C:51]4[CH2:55][CH:54](C5C=CC=CC=5C=O)[O:53][N:52]=4)[N:50]=3)[CH2:42][CH2:41]2)=[O:39])[N:30]=1.C(OCC)(=O)C.